Predict the reactants needed to synthesize the given product. From a dataset of Full USPTO retrosynthesis dataset with 1.9M reactions from patents (1976-2016). Given the product [F:22][C:21]([F:24])([F:23])[C:35]([OH:38])=[O:36].[Cl:1][C:2]1[CH:7]=[CH:6][C:5]([NH:8][C:9]2[O:13][C:12]([C:14]3[CH:15]=[CH:16][C:17]([O:20][C:46]4[CH:47]=[N:42][CH:43]=[N:44][CH:45]=4)=[CH:18][CH:19]=3)=[N:11][N:10]=2)=[CH:4][C:3]=1[C:21]([F:22])([F:23])[F:24], predict the reactants needed to synthesize it. The reactants are: [Cl:1][C:2]1[CH:7]=[CH:6][C:5]([NH:8][C:9]2[O:13][C:12]([C:14]3[CH:19]=[CH:18][C:17]([OH:20])=[CH:16][CH:15]=3)=[N:11][N:10]=2)=[CH:4][C:3]=1[C:21]([F:24])([F:23])[F:22].C[Si]([N-][Si](C)(C)C)(C)C.[K+].[C:35]([O-:38])([O-])=[O:36].[K+].[K+].Br[N:42]1[CH:47]=[CH:46][CH:45]=[N:44][CH2:43]1.